This data is from Tyrosyl-DNA phosphodiesterase HTS with 341,365 compounds. The task is: Binary Classification. Given a drug SMILES string, predict its activity (active/inactive) in a high-throughput screening assay against a specified biological target. (1) The molecule is O(CC(=O)N(CC)CC)c1cc2c(oc(cc2=O)c2occc2)cc1. The result is 1 (active). (2) The molecule is Clc1cc2=C(NN=C(N=c2cc1)c1cccnc1)c1sccc1. The result is 0 (inactive). (3) The drug is Fc1c(NC(=O)CNC(=O)C(N(CC(=O)Nc2c(cccc2C)C)C)C)ccc(F)c1F. The result is 0 (inactive).